Dataset: Forward reaction prediction with 1.9M reactions from USPTO patents (1976-2016). Task: Predict the product of the given reaction. The product is: [Cl:18][C:19]1[CH:20]=[C:21]([CH:26]=[CH:27][C:28]=1[Cl:29])[CH2:22][NH:23][C:24]([NH:16][C:13]1[S:14][CH:15]=[C:11]([CH2:10][S:7]([C:4]2[CH:3]=[CH:2][C:1]([CH3:17])=[CH:6][CH:5]=2)(=[O:9])=[O:8])[N:12]=1)=[O:25]. Given the reactants [C:1]1([CH3:17])[CH:6]=[CH:5][C:4]([S:7]([CH2:10][C:11]2[N:12]=[C:13]([NH2:16])[S:14][CH:15]=2)(=[O:9])=[O:8])=[CH:3][CH:2]=1.[Cl:18][C:19]1[CH:20]=[C:21]([CH:26]=[CH:27][C:28]=1[Cl:29])[CH2:22][N:23]=[C:24]=[O:25], predict the reaction product.